The task is: Predict the reactants needed to synthesize the given product.. This data is from Full USPTO retrosynthesis dataset with 1.9M reactions from patents (1976-2016). (1) Given the product [CH2:2]([C@:4]12[CH2:18][CH2:19][C:20](=[O:22])[CH:21]=[C:5]1[CH2:6][CH2:7][CH2:8][C:9]1[CH:14]=[C:13]([O:15][CH3:16])[CH:12]=[CH:11][C:10]=12)[CH3:3].[CH2:23]([C@@:25]12[CH2:39][CH2:40][C:41](=[O:43])[CH:42]=[C:26]1[CH2:27][CH2:28][CH2:29][C:30]1[CH:35]=[C:34]([O:36][CH3:37])[CH:33]=[CH:32][C:31]=12)[CH3:24], predict the reactants needed to synthesize it. The reactants are: [Na].[CH2:2]([C@:4]1([CH2:18][CH2:19][C:20](=[O:22])[CH3:21])[C:10]2[CH:11]=[CH:12][C:13]([O:15][CH3:16])=[CH:14][C:9]=2[CH2:8][CH2:7][CH2:6][C:5]1=O)[CH3:3].[CH2:23]([C@:25]1([CH2:39][CH2:40][C:41](=[O:43])[CH3:42])[C:31]2[CH:32]=[CH:33][C:34]([O:36][CH3:37])=[CH:35][C:30]=2[CH2:29][CH2:28][CH2:27][C:26]1=O)[CH3:24]. (2) Given the product [CH2:1]([C@H:8]1[CH2:12][NH:11][CH2:10][C@@H:9]1[CH2:13][N:14]([CH2:15][CH2:16][C:17]1[CH:18]=[CH:19][CH:20]=[CH:21][CH:22]=1)[C:24]1[CH:25]=[CH:26][CH:27]=[CH:28][CH:29]=1)[C:2]1[CH:3]=[CH:4][CH:5]=[CH:6][CH:7]=1, predict the reactants needed to synthesize it. The reactants are: [CH2:1]([C@H:8]1[CH2:12][NH:11][CH2:10][C@@H:9]1[CH2:13][N:14]([C:24]1[CH:29]=[CH:28][CH:27]=[CH:26][CH:25]=1)[C:15](=O)[CH2:16][C:17]1[CH:22]=[CH:21][CH:20]=[CH:19][CH:18]=1)[C:2]1[CH:7]=[CH:6][CH:5]=[CH:4][CH:3]=1.S(C)C.